Dataset: Full USPTO retrosynthesis dataset with 1.9M reactions from patents (1976-2016). Task: Predict the reactants needed to synthesize the given product. Given the product [CH2:1]([N:4]1[C:12]2[C:11]([Cl:13])=[N:10][CH:9]=[N:8][C:7]=2[C:6]([C:22]([C:24]2[CH:25]=[C:26]3[C:30](=[CH:31][CH:32]=2)[N:29]([C:33]2[CH:38]=[CH:37][C:36]([F:39])=[CH:35][CH:34]=2)[N:28]=[CH:27]3)([OH:23])[C:21]([F:40])([F:20])[F:41])=[CH:5]1)[CH:2]=[CH2:3], predict the reactants needed to synthesize it. The reactants are: [CH2:1]([N:4]1[C:12]2[C:11]([Cl:13])=[N:10][CH:9]=[N:8][C:7]=2[C:6](Br)=[CH:5]1)[CH:2]=[CH2:3].[Li]CCCC.[F:20][C:21]([F:41])([F:40])[C:22]([C:24]1[CH:25]=[C:26]2[C:30](=[CH:31][CH:32]=1)[N:29]([C:33]1[CH:38]=[CH:37][C:36]([F:39])=[CH:35][CH:34]=1)[N:28]=[CH:27]2)=[O:23].